This data is from Forward reaction prediction with 1.9M reactions from USPTO patents (1976-2016). The task is: Predict the product of the given reaction. (1) Given the reactants [CH3:1][Si:2]([CH3:49])([CH3:48])[CH2:3][CH2:4][O:5][CH2:6][N:7]([CH2:40][O:41][CH2:42][CH2:43][Si:44]([CH3:47])([CH3:46])[CH3:45])[C:8]1[N:13]2[N:14]=[CH:15][C:16]([C:17]3[CH:18]=[N:19][C:20]([C:23]4[CH:28]=[CH:27][CH:26]=[CH:25][CH:24]=4)=[CH:21][CH:22]=3)=[C:12]2[N:11]=[C:10]([O:29][C:30]2[CH:39]=[CH:38][C:33]([C:34]([O:36][CH3:37])=[O:35])=[CH:32][CH:31]=2)[CH:9]=1.C1C(=O)N([Br:57])C(=O)C1, predict the reaction product. The product is: [CH3:49][Si:2]([CH3:48])([CH3:1])[CH2:3][CH2:4][O:5][CH2:6][N:7]([CH2:40][O:41][CH2:42][CH2:43][Si:44]([CH3:47])([CH3:46])[CH3:45])[C:8]1[N:13]2[N:14]=[CH:15][C:16]([C:17]3[CH:18]=[N:19][C:20]([C:23]4[CH:28]=[CH:27][CH:26]=[CH:25][CH:24]=4)=[CH:21][CH:22]=3)=[C:12]2[N:11]=[C:10]([O:29][C:30]2[CH:31]=[CH:32][C:33]([C:34]([O:36][CH3:37])=[O:35])=[CH:38][CH:39]=2)[C:9]=1[Br:57]. (2) Given the reactants [CH2:1]1[N:6]([CH2:7][C:8]2[O:12][C:11]([C:13]3[CH:21]=[C:20]([C:22]4[CH:23]=[C:24]([NH:30][S:31]([CH3:34])(=[O:33])=[O:32])[C:25]([O:28][CH3:29])=[N:26][CH:27]=4)[CH:19]=[C:18]4[C:14]=3[CH:15]=[N:16][N:17]4S(C3C=CC=CC=3)(=O)=O)=[N:10][N:9]=2)[CH2:5][CH2:4][N:3]2[CH2:44][CH2:45][CH2:46][C@@H:2]12.[OH-].[Na+], predict the reaction product. The product is: [CH2:1]1[N:6]([CH2:7][C:8]2[O:12][C:11]([C:13]3[CH:21]=[C:20]([C:22]4[CH:23]=[C:24]([NH:30][S:31]([CH3:34])(=[O:32])=[O:33])[C:25]([O:28][CH3:29])=[N:26][CH:27]=4)[CH:19]=[C:18]4[C:14]=3[CH:15]=[N:16][NH:17]4)=[N:10][N:9]=2)[CH2:5][CH2:4][N:3]2[CH2:44][CH2:45][CH2:46][C@@H:2]12. (3) Given the reactants Cl[C:2]1[N:7]=[C:6]([NH:8][C@@H:9]([C:15]([CH3:18])([CH3:17])[CH3:16])[CH2:10][CH:11]([OH:14])[CH2:12][OH:13])[C:5]([F:19])=[CH:4][N:3]=1.[F:20][C:21]1[CH:22]=[C:23]2[C:29](B3OC(C)(C)C(C)(C)O3)=[CH:28][N:27]([S:39]([C:42]3[CH:47]=[CH:46][C:45]([CH3:48])=[CH:44][CH:43]=3)(=[O:41])=[O:40])[C:24]2=[N:25][CH:26]=1.[O-]P([O-])([O-])=O.[K+].[K+].[K+].CC(C1C=C(C(C)C)C(C2C=CC=CC=2P(C2CCCCC2)C2CCCCC2)=C(C(C)C)C=1)C, predict the reaction product. The product is: [F:19][C:5]1[C:6]([NH:8][C@@H:9]([C:15]([CH3:18])([CH3:17])[CH3:16])[CH2:10][CH:11]([OH:14])[CH2:12][OH:13])=[N:7][C:2]([C:29]2[C:23]3[C:24](=[N:25][CH:26]=[C:21]([F:20])[CH:22]=3)[N:27]([S:39]([C:42]3[CH:47]=[CH:46][C:45]([CH3:48])=[CH:44][CH:43]=3)(=[O:40])=[O:41])[CH:28]=2)=[N:3][CH:4]=1. (4) The product is: [NH3:14].[CH3:1][O:2][C:3]1[CH:4]=[C:5]([C:13]2[CH:22]=[C:21]3[C:16]([CH:17]=[CH:18][CH:19]=[N:20]3)=[C:15]([NH:42][CH2:39][C:32]3[CH:33]=[CH:34][C:35](=[O:38])[NH:36][CH:37]=3)[N:14]=2)[CH:6]=[C:7]([O:11][CH3:12])[C:8]=1[O:9][CH3:10]. Given the reactants [CH3:1][O:2][C:3]1[CH:4]=[C:5]([C:13]2[CH:22]=[C:21]3[C:16]([CH:17]=[CH:18][CH:19]=[N:20]3)=[C:15](OS(C(F)(F)F)(=O)=O)[N:14]=2)[CH:6]=[C:7]([O:11][CH3:12])[C:8]=1[O:9][CH3:10].N[C:32]1[CH:33]=[CH:34][C:35](=[O:38])[NH:36][CH:37]=1.[CH:39]([NH:42]C(C)C)(C)C.O, predict the reaction product. (5) Given the reactants [NH2:1][CH:2]1[C:8](=[O:9])[N:7]([CH3:10])[C:6]2[CH:11]=[CH:12][CH:13]=[CH:14][C:5]=2[C:4]2[CH:15]=[CH:16][CH:17]=[CH:18][C:3]1=2.[F:19][C:20]1[CH:21]=[C:22]([CH:35]=[C:36]([F:38])[CH:37]=1)[CH2:23][NH:24][C:25](=[O:34])[CH:26]([C:30]([CH3:33])([CH3:32])[CH3:31])[C:27](O)=[O:28], predict the reaction product. The product is: [C:30]([CH:26]([C:27]([NH:1][CH:2]1[C:8](=[O:9])[N:7]([CH3:10])[C:6]2[CH:11]=[CH:12][CH:13]=[CH:14][C:5]=2[C:4]2[CH:15]=[CH:16][CH:17]=[CH:18][C:3]1=2)=[O:28])[C:25]([NH:24][CH2:23][C:22]1[CH:21]=[C:20]([F:19])[CH:37]=[C:36]([F:38])[CH:35]=1)=[O:34])([CH3:33])([CH3:31])[CH3:32]. (6) Given the reactants CO[C:3]1[CH:4]=[CH:5][C:6]2[C:12](=O)[CH2:11][CH2:10][CH2:9][S:8][C:7]=2[CH:14]=1.Cl.CO[C:18]1[CH:23]=[CH:22][C:21]([NH:24][NH2:25])=[CH:20][CH:19]=1, predict the reaction product. The product is: [C:21]1([NH:24][N:25]=[C:12]2[C:6]3[CH:5]=[CH:4][CH:3]=[CH:14][C:7]=3[S:8][CH2:9][CH:10]=[CH:11]2)[CH:22]=[CH:23][CH:18]=[CH:19][CH:20]=1.